This data is from Full USPTO retrosynthesis dataset with 1.9M reactions from patents (1976-2016). The task is: Predict the reactants needed to synthesize the given product. (1) Given the product [CH3:29][C:27]1[O:26][N:25]=[C:24]([C:22]([C:2]2[CH:7]=[CH:6][CH:5]=[CH:4][C:3]=2[CH2:8][O:9][CH:10]([O:12][CH2:13][CH3:14])[CH3:11])=[O:23])[CH:28]=1, predict the reactants needed to synthesize it. The reactants are: Br[C:2]1[CH:7]=[CH:6][CH:5]=[CH:4][C:3]=1[CH2:8][O:9][CH:10]([O:12][CH2:13][CH3:14])[CH3:11].[Mg].BrCC.CON(C)[C:22]([C:24]1[CH:28]=[C:27]([CH3:29])[O:26][N:25]=1)=[O:23]. (2) Given the product [Cl:1][C:2]1[CH:7]=[CH:6][CH:5]=[CH:4][C:3]=1[N:8]1[C:12]([S:13]([C:14]2[CH:19]=[CH:18][N:17]=[C:16]([CH3:20])[CH:15]=2)(=[O:35])=[O:52])=[CH:11][C:10]([CH2:21][N:22]([CH3:30])[C:23](=[O:29])[O:24][C:25]([CH3:27])([CH3:26])[CH3:28])=[N:9]1, predict the reactants needed to synthesize it. The reactants are: [Cl:1][C:2]1[CH:7]=[CH:6][CH:5]=[CH:4][C:3]=1[N:8]1[C:12]([S:13][C:14]2[CH:19]=[CH:18][N:17]=[C:16]([CH3:20])[CH:15]=2)=[CH:11][C:10]([CH2:21][N:22]([CH3:30])[C:23](=[O:29])[O:24][C:25]([CH3:28])([CH3:27])[CH3:26])=[N:9]1.C(#N)C.C([O-])([O-])=[O:35].C([O-])([O-])=O.OO.OO.OO.[Na+].[Na+].[Na+].[Na+].[OH2:52]. (3) Given the product [N:24]1([CH2:29][C:30]([N:17]2[CH2:18][C@H:19]([CH2:51][C:52]3[CH:41]=[CH:39][C:55]([F:59])=[CH:54][CH:53]=3)[CH2:20][C@H:16]2[C:14]([NH:13][C:10]2[CH:11]=[CH:12][C:7]([O:6][C:5]3[CH:22]=[CH:23][C:2]([F:1])=[CH:3][CH:4]=3)=[CH:8][CH:9]=2)=[O:15])=[O:32])[CH:28]=[CH:27][N:26]=[N:25]1, predict the reactants needed to synthesize it. The reactants are: [F:1][C:2]1[CH:23]=[CH:22][C:5]([O:6][C:7]2[CH:12]=[CH:11][C:10]([NH:13][C:14]([C@@H:16]3[CH2:20][C@@H:19](O)[CH2:18][NH:17]3)=[O:15])=[CH:9][CH:8]=2)=[CH:4][CH:3]=1.[N:24]1([CH2:29][C:30]([OH:32])=O)[CH:28]=[CH:27][N:26]=[N:25]1.CCN([CH:39]([CH3:41])C)C(C)C.CN(C(ON1N=N[C:52]2[CH:53]=[CH:54][CH:55]=N[C:51]1=2)=[N+](C)C)C.[F:59][P-](F)(F)(F)(F)F. (4) Given the product [F:1][C:2]1[CH:3]=[CH:4][C:5]([CH:8]([C:14]2[C:19](=[O:20])[C:18]([CH3:21])=[C:17]([CH3:22])[C:16](=[O:23])[C:15]=2[CH3:24])[CH2:9][CH2:10][C:11]([O:13][CH2:31][CH2:30][CH2:29][CH2:28][O:27][N+:25]([O-:33])=[O:26])=[O:12])=[CH:6][CH:7]=1, predict the reactants needed to synthesize it. The reactants are: [F:1][C:2]1[CH:7]=[CH:6][C:5]([CH:8]([C:14]2[C:19](=[O:20])[C:18]([CH3:21])=[C:17]([CH3:22])[C:16](=[O:23])[C:15]=2[CH3:24])[CH2:9][CH2:10][C:11]([OH:13])=[O:12])=[CH:4][CH:3]=1.[N+:25]([O-:33])([O:27][CH2:28][CH2:29][CH2:30][CH2:31]O)=[O:26].C(N=C=NCCCN(C)C)C. (5) Given the product [CH3:38][S:39]([O:27][CH2:26][C:23]1[O:24][CH:25]=[C:20]([O:19][CH2:18][CH2:17][CH2:16][CH2:15][CH2:14][O:13][C:6]2[C:5]3[C:10](=[CH:11][CH:12]=[C:3]([C:2]([F:1])([F:29])[F:30])[CH:4]=3)[N:9]=[CH:8][CH:7]=2)[C:21](=[O:28])[CH:22]=1)(=[O:41])=[O:40], predict the reactants needed to synthesize it. The reactants are: [F:1][C:2]([F:30])([F:29])[C:3]1[CH:4]=[C:5]2[C:10](=[CH:11][CH:12]=1)[N:9]=[CH:8][CH:7]=[C:6]2[O:13][CH2:14][CH2:15][CH2:16][CH2:17][CH2:18][O:19][C:20]1[C:21](=[O:28])[CH:22]=[C:23]([CH2:26][OH:27])[O:24][CH:25]=1.C(N(CC)CC)C.[CH3:38][S:39](Cl)(=[O:41])=[O:40]. (6) Given the product [Cl:1][C:2]1[CH:7]=[CH:6][C:5]([O:8][C:9]2[CH:14]=[CH:13][C:12]([CH2:15][S:37][C:34]3[NH:35][CH:36]=[C:31]([CH2:30][N:21]4[C:29]5[C:24](=[CH:25][CH:26]=[CH:27][CH:28]=5)[CH:23]=[CH:22]4)[C:32](=[O:38])[N:33]=3)=[CH:11][CH:10]=2)=[CH:4][C:3]=1[C:17]([F:20])([F:19])[F:18], predict the reactants needed to synthesize it. The reactants are: [Cl:1][C:2]1[CH:7]=[CH:6][C:5]([O:8][C:9]2[CH:14]=[CH:13][C:12]([CH2:15]Cl)=[CH:11][CH:10]=2)=[CH:4][C:3]=1[C:17]([F:20])([F:19])[F:18].[N:21]1([CH2:30][C:31]2[C:32](=[O:38])[NH:33][C:34](=[S:37])[NH:35][CH:36]=2)[C:29]2[C:24](=[CH:25][CH:26]=[CH:27][CH:28]=2)[CH:23]=[CH:22]1.C([O-])([O-])=O.[K+].[K+]. (7) Given the product [Cl:25][C:26]1[CH:27]=[CH:28][C:29]([C:32]2[S:33][C:34]([C:38]([NH:1][CH2:2][CH:3]3[CH2:8][CH2:7][CH2:6][N:5]([C:9]4[CH:14]=[CH:13][CH:12]=[CH:11][C:10]=4[CH2:15][CH:16]([CH2:22][CH2:23][CH3:24])[C:17]([O:19][CH2:20][CH3:21])=[O:18])[CH2:4]3)=[O:39])=[C:35]([CH3:37])[N:36]=2)=[CH:30][CH:31]=1, predict the reactants needed to synthesize it. The reactants are: [NH2:1][CH2:2][CH:3]1[CH2:8][CH2:7][CH2:6][N:5]([C:9]2[CH:14]=[CH:13][CH:12]=[CH:11][C:10]=2[CH2:15][CH:16]([CH2:22][CH2:23][CH3:24])[C:17]([O:19][CH2:20][CH3:21])=[O:18])[CH2:4]1.[Cl:25][C:26]1[CH:31]=[CH:30][C:29]([C:32]2[S:33][C:34]([C:38](O)=[O:39])=[C:35]([CH3:37])[N:36]=2)=[CH:28][CH:27]=1. (8) Given the product [CH3:12][NH:11][CH2:10][C:6]1[CH:5]=[C:4]([CH:2]([OH:1])[CH3:3])[CH:9]=[N:8][CH:7]=1, predict the reactants needed to synthesize it. The reactants are: [OH:1][CH:2]([C:4]1[CH:5]=[C:6]([CH2:10][N:11](C)[C:12](=O)OC(C)(C)C)[CH:7]=[N:8][CH:9]=1)[CH3:3].CNC(C1C=C(C)NN=1)CC.CN(C(C1NN=C(C)C=1)CC)C(=O)OC(C)(C)C. (9) Given the product [CH2:13]([N:20]1[CH2:30][CH2:29][C:23]2[N:24]=[CH:25][N:26]=[C:27]([O:1][C@H:2]3[CH2:6][CH2:5][N:4]([C:7](=[O:10])[CH2:8][CH3:9])[CH2:3]3)[C:22]=2[CH2:21]1)[C:14]1[CH:15]=[CH:16][CH:17]=[CH:18][CH:19]=1, predict the reactants needed to synthesize it. The reactants are: [OH:1][C@H:2]1[CH2:6][CH2:5][N:4]([C:7](=[O:10])[CH2:8][CH3:9])[CH2:3]1.[H-].[Na+].[CH2:13]([N:20]1[CH2:30][CH2:29][C:23]2[N:24]=[CH:25][N:26]=[C:27](Cl)[C:22]=2[CH2:21]1)[C:14]1[CH:19]=[CH:18][CH:17]=[CH:16][CH:15]=1. (10) Given the product [Cl:1][C:2]1[CH:7]=[CH:6][C:5]([CH:8]([C:10]2[CH:11]=[N:12][N:13]([CH3:15])[CH:14]=2)[NH:9][C:41]([C:35]2[CH:34]=[C:33]3[C:38]([CH:39]=[N:40][C:31]([NH:30][C@@H:28]([CH3:29])[CH2:27][OH:26])=[N:32]3)=[CH:37][CH:36]=2)=[O:42])=[CH:4][C:3]=1[F:16], predict the reactants needed to synthesize it. The reactants are: [Cl:1][C:2]1[CH:7]=[CH:6][C:5]([CH:8]([C:10]2[CH:11]=[N:12][N:13]([CH3:15])[CH:14]=2)[NH2:9])=[CH:4][C:3]=1[F:16].CCN(C(C)C)C(C)C.[OH:26][CH2:27][C@@H:28]([NH:30][C:31]1[N:40]=[CH:39][C:38]2[C:33](=[CH:34][C:35]([C:41](O)=[O:42])=[CH:36][CH:37]=2)[N:32]=1)[CH3:29].CN(C(ON1N=NC2C=CC=CC1=2)=[N+](C)C)C.F[P-](F)(F)(F)(F)F.